This data is from Full USPTO retrosynthesis dataset with 1.9M reactions from patents (1976-2016). The task is: Predict the reactants needed to synthesize the given product. (1) Given the product [CH2:1]([O:8][C:9]1[CH:14]=[CH:13][N:12]([C:23]2[CH:24]=[CH:25][C:20]([S:17]([CH3:16])(=[O:19])=[O:18])=[CH:21][CH:22]=2)[C:11](=[O:15])[CH:10]=1)[C:2]1[CH:3]=[CH:4][CH:5]=[CH:6][CH:7]=1, predict the reactants needed to synthesize it. The reactants are: [CH2:1]([O:8][C:9]1[CH:14]=[CH:13][NH:12][C:11](=[O:15])[CH:10]=1)[C:2]1[CH:7]=[CH:6][CH:5]=[CH:4][CH:3]=1.[CH3:16][S:17]([C:20]1[CH:25]=[CH:24][C:23](Br)=[CH:22][CH:21]=1)(=[O:19])=[O:18].OC1C=CC=C2C=1N=CC=C2.C(=O)([O-])[O-].[K+].[K+]. (2) Given the product [F:29][C:28]([F:31])([F:30])[S:25]([O:16][C:6]1[C:5]2[C:10](=[CH:11][C:12]([O:13][CH3:14])=[C:3]([O:2][CH3:1])[CH:4]=2)[C:9]([CH3:15])=[N:8][CH:7]=1)(=[O:26])=[O:24], predict the reactants needed to synthesize it. The reactants are: [CH3:1][O:2][C:3]1[CH:4]=[C:5]2[C:10](=[CH:11][C:12]=1[O:13][CH3:14])[C:9]([CH3:15])=[N:8][CH:7]=[C:6]2[OH:16].CCN(CC)CC.[O:24](S(C(F)(F)F)(=O)=O)[S:25]([C:28]([F:31])([F:30])[F:29])(=O)=[O:26].CO.C(Cl)Cl. (3) Given the product [CH:34]1([CH2:33][N:20]([C:19]2[C:18]([S:28][CH3:29])=[N:17][N:16]3[C:11]([C:4]4[C:5]([CH3:10])=[CH:6][C:7]([CH3:9])=[CH:8][C:3]=4[O:2][CH3:1])=[CH:12][CH:13]=[CH:14][C:15]=23)[C:21](=[O:27])[O:22][C:23]([CH3:25])([CH3:24])[CH3:26])[CH2:36][CH2:35]1, predict the reactants needed to synthesize it. The reactants are: [CH3:1][O:2][C:3]1[CH:8]=[C:7]([CH3:9])[CH:6]=[C:5]([CH3:10])[C:4]=1[C:11]1[N:16]2[N:17]=[C:18]([S:28][CH3:29])[C:19]([NH:20][C:21](=[O:27])[O:22][C:23]([CH3:26])([CH3:25])[CH3:24])=[C:15]2[CH:14]=[CH:13][CH:12]=1.[H-].[Na+].Br[CH2:33][CH:34]1[CH2:36][CH2:35]1.O. (4) The reactants are: [CH3:1][O:2][C:3]1[CH:8]=[CH:7][C:6]([C@@H:9]2[C@@H:14]([O:15][CH2:16][C:17]3[CH:18]=[CH:19][C:20]4[O:25][CH2:24][CH2:23][N:22]([CH2:26][CH2:27][CH2:28][O:29][CH3:30])[C:21]=4[CH:31]=3)[CH2:13][N:12]([S:32]([C:35]3[CH:40]=[CH:39][C:38]([CH3:41])=[CH:37][CH:36]=3)(=[O:34])=[O:33])[C@@H:11]([CH2:42][C:43]([CH3:46])([OH:45])[CH3:44])[CH2:10]2)=[CH:5][CH:4]=1.[H-].[K+].[CH3:49][N:50]([CH3:54])[C:51](Cl)=[O:52].O. Given the product [CH3:1][O:2][C:3]1[CH:8]=[CH:7][C:6]([C@@H:9]2[C@@H:14]([O:15][CH2:16][C:17]3[CH:18]=[CH:19][C:20]4[O:25][CH2:24][CH2:23][N:22]([CH2:26][CH2:27][CH2:28][O:29][CH3:30])[C:21]=4[CH:31]=3)[CH2:13][N:12]([S:32]([C:35]3[CH:40]=[CH:39][C:38]([CH3:41])=[CH:37][CH:36]=3)(=[O:34])=[O:33])[C@@H:11]([CH2:42][C:43]([O:45][C:51](=[O:52])[N:50]([CH3:54])[CH3:49])([CH3:46])[CH3:44])[CH2:10]2)=[CH:5][CH:4]=1, predict the reactants needed to synthesize it. (5) Given the product [ClH:55].[F:23][C:24]1[C:25]([CH2:34][NH:1][CH:2]2[CH2:7][CH2:6][N:5]([CH2:8][C@H:9]3[N:19]4[C:20]5[N:11]([C:12](=[O:22])[CH:13]=[CH:14][C:15]=5[N:16]=[CH:17][C:18]4=[O:21])[CH2:10]3)[CH2:4][CH2:3]2)=[CH:26][C:27]2[O:32][CH2:31][CH2:30][O:29][C:28]=2[CH:33]=1, predict the reactants needed to synthesize it. The reactants are: [NH2:1][CH:2]1[CH2:7][CH2:6][N:5]([CH2:8][C@H:9]2[N:19]3[C:20]4[N:11]([C:12](=[O:22])[CH:13]=[CH:14][C:15]=4[N:16]=[CH:17][C:18]3=[O:21])[CH2:10]2)[CH2:4][CH2:3]1.[F:23][C:24]1[C:25]([CH:34]=O)=[CH:26][C:27]2[O:32][CH2:31][CH2:30][O:29][C:28]=2[CH:33]=1.C(O[BH-](OC(=O)C)OC(=O)C)(=O)C.[Na+].C(=O)([O-])O.[Na+].[Cl:55]CCl. (6) Given the product [CH2:14]([O:13][C:11]([N:8]1[CH2:9][CH2:10][CH:5]([CH2:3][OH:2])[CH2:6][CH2:7]1)=[O:12])[CH3:15], predict the reactants needed to synthesize it. The reactants are: C[O:2][C:3]([CH:5]1[CH2:10][CH2:9][N:8]([C:11]([O:13][CH2:14][CH3:15])=[O:12])[CH2:7][CH2:6]1)=O.CC(C[AlH]CC(C)C)C. (7) Given the product [CH2:20]([C:15]1[N:16]=[C:17]([NH2:19])[C:18]2[NH:10][C:11]([CH3:36])=[C:12]([CH2:24][CH2:25][CH2:26][CH2:27][CH2:28][N:29]3[CH2:30][CH2:31][CH:32]([F:35])[CH2:33][CH2:34]3)[C:13]=2[N:14]=1)[CH2:21][CH2:22][CH3:23], predict the reactants needed to synthesize it. The reactants are: C(OC[N:10]1[C:18]2[C:17]([NH2:19])=[N:16][C:15]([CH2:20][CH2:21][CH2:22][CH3:23])=[N:14][C:13]=2[C:12]([C:24]#[C:25][CH2:26][CH2:27][CH2:28][N:29]2[CH2:34][CH2:33][CH:32]([F:35])[CH2:31][CH2:30]2)=[C:11]1[CH3:36])C1C=CC=CC=1. (8) Given the product [N+:1]([C:4]1[CH:13]=[C:12]2[C:7](=[CH:6][CH:5]=1)[CH2:8][CH2:9][CH:10]=[CH:11]2)([O-:3])=[O:2], predict the reactants needed to synthesize it. The reactants are: [N+:1]([C:4]1[CH:13]=[C:12]2[C:7]([CH2:8][CH2:9][CH2:10][C:11]2=O)=[CH:6][CH:5]=1)([O-:3])=[O:2].[BH4-].[Na+].C1(C)C=CC=CC=1.O.